Task: Predict the reaction yield, written as a fraction of the theoretical maximum amount of product (1.0 means a 100% yield; for example, 0.34 means a 34% yield).. Dataset: Reaction yield outcomes from USPTO patents with 853,638 reactions (1) The reactants are Cl[C:2]1[C:7]([C:8]([O:10]CC)=O)=[CH:6][N:5]=[C:4]([Cl:13])[CH:3]=1.[CH:14]([NH2:17])([CH3:16])[CH3:15]. No catalyst specified. The product is [Cl:13][C:4]1[CH:3]=[C:2]([NH:17][CH:14]([CH3:16])[CH3:15])[C:7]([CH:8]=[O:10])=[CH:6][N:5]=1. The yield is 0.810. (2) The reactants are [C:1]([C:4]1[CH:14]=[CH:13][C:7]([C:8]([O:10][CH2:11][CH3:12])=[O:9])=[CH:6][C:5]=1[O:15][S:16]([C:19]([F:22])([F:21])[F:20])(=[O:18])=[O:17])(=[O:3])[CH3:2].[CH2:23]([CH2:29]O[Si](C)(C)C)[O:24][Si](C)(C)C.FC(F)(F)S(O[Si](C)(C)C)(=O)=O. The catalyst is C(Cl)Cl. The product is [CH3:2][C:1]1([C:4]2[CH:14]=[CH:13][C:7]([C:8]([O:10][CH2:11][CH3:12])=[O:9])=[CH:6][C:5]=2[O:15][S:16]([C:19]([F:22])([F:20])[F:21])(=[O:18])=[O:17])[O:24][CH2:23][CH2:29][O:3]1. The yield is 0.870.